From a dataset of TCR-epitope binding with 47,182 pairs between 192 epitopes and 23,139 TCRs. Binary Classification. Given a T-cell receptor sequence (or CDR3 region) and an epitope sequence, predict whether binding occurs between them. The epitope is RLRAEAQVK. The TCR CDR3 sequence is CASSPRLAFSSSYNEQFF. Result: 1 (the TCR binds to the epitope).